This data is from Catalyst prediction with 721,799 reactions and 888 catalyst types from USPTO. The task is: Predict which catalyst facilitates the given reaction. (1) Reactant: [C:1]([C:6]([O:8][CH2:9][CH3:10])=[O:7])#[C:2][C:3]([O-:5])=[O:4].[Br:11][C:12]1[CH:17]=[C:16]([O:18][CH3:19])[CH:15]=[CH:14][C:13]=1[OH:20].[F-].[CH2:22]([N+](CCCC)(CCCC)CCCC)[CH2:23]CC. Product: [Br:11][C:12]1[CH:17]=[C:16]([O:18][CH3:19])[CH:15]=[CH:14][C:13]=1[O:20]/[C:1](=[CH:2]\[C:3]([O:5][CH2:22][CH3:23])=[O:4])/[C:6]([O:8][CH2:9][CH3:10])=[O:7]. The catalyst class is: 41. (2) Reactant: [CH2:1]([N:8]1[C:12]2=[N:13][CH:14]=[CH:15][C:16]([NH:17][C:18]3[CH:27]=[CH:26][C:25]([Cl:28])=[CH:24][C:19]=3[C:20]([O:22]C)=[O:21])=[C:11]2[CH:10]=[CH:9]1)[C:2]1[CH:7]=[CH:6][CH:5]=[CH:4][CH:3]=1.[OH-].[Na+].O.Cl. Product: [CH2:1]([N:8]1[C:12]2=[N:13][CH:14]=[CH:15][C:16]([NH:17][C:18]3[CH:27]=[CH:26][C:25]([Cl:28])=[CH:24][C:19]=3[C:20]([OH:22])=[O:21])=[C:11]2[CH:10]=[CH:9]1)[C:2]1[CH:3]=[CH:4][CH:5]=[CH:6][CH:7]=1. The catalyst class is: 199. (3) Reactant: [CH3:1][O:2][C:3]1[CH:8]=[C:7]([C:9]([F:12])([F:11])[F:10])[CH:6]=[C:5](I)[CH:4]=1.C(=O)([O-])[O-].[Cs+].[Cs+].CCOC([CH:25]1[C:30](=[O:31])[CH2:29][CH2:28][CH2:27][CH2:26]1)=O.C1(O)C=CC=CC=1. Product: [CH3:1][O:2][C:3]1[CH:8]=[C:7]([C:9]([F:12])([F:11])[F:10])[CH:6]=[C:5]([O:31][C:30]2[CH:25]=[CH:26][CH:27]=[CH:28][CH:29]=2)[CH:4]=1. The catalyst class is: 58. (4) Reactant: [Cl:1][C:2]1[N:7]=[CH:6][C:5]([CH2:8][C:9]#[N:10])=[CH:4][CH:3]=1.Br[CH2:12][CH2:13][CH2:14][CH2:15][CH2:16]Br.[H-].[Na+].O. Product: [Cl:1][C:2]1[N:7]=[CH:6][C:5]([C:8]2([C:9]#[N:10])[CH2:16][CH2:15][CH2:14][CH2:13][CH2:12]2)=[CH:4][CH:3]=1. The catalyst class is: 774.